The task is: Predict the reactants needed to synthesize the given product.. This data is from Full USPTO retrosynthesis dataset with 1.9M reactions from patents (1976-2016). (1) Given the product [F:1][C:2]1[CH:7]=[CH:6][C:5]([N:8]2[C:16]3[CH:15]=[C:14]4[CH2:17][CH2:18][CH2:19][C@H:20]5[CH2:25][C@:24]([O:30][Si:31]([CH2:32][CH3:33])([CH2:36][CH3:37])[CH2:34][CH3:35])([C:26]([F:29])([F:27])[F:28])[CH2:23][CH2:22][C@:21]5([CH:38]=[O:69])[C:13]4=[CH:12][C:11]=3[CH:10]=[N:9]2)=[CH:4][CH:3]=1.[F:40][C:41]1[CH:46]=[CH:45][C:44]([N:47]2[C:55]3[CH:54]=[C:53]4[CH2:56][CH2:57][CH2:58][C@@H:59]5[CH2:64][C@@:63]([O:69][Si:70]([CH2:71][CH3:72])([CH2:75][CH3:76])[CH2:73][CH3:74])([C:65]([F:68])([F:66])[F:67])[CH2:62][CH2:61][C@@:60]5([CH:77]=[O:30])[C:52]4=[CH:51][C:50]=3[CH:49]=[N:48]2)=[CH:43][CH:42]=1, predict the reactants needed to synthesize it. The reactants are: [F:1][C:2]1[CH:7]=[CH:6][C:5]([N:8]2[C:16]3[CH:15]=[C:14]4[CH2:17][CH2:18][CH2:19][C@H:20]5[CH2:25][C@:24]([O:30][Si:31]([CH2:36][CH3:37])([CH2:34][CH3:35])[CH2:32][CH3:33])([C:26]([F:29])([F:28])[F:27])[CH2:23][CH2:22][C@:21]5([C:38]#N)[C:13]4=[CH:12][C:11]=3[CH:10]=[N:9]2)=[CH:4][CH:3]=1.[F:40][C:41]1[CH:46]=[CH:45][C:44]([N:47]2[C:55]3[CH:54]=[C:53]4[CH2:56][CH2:57][CH2:58][C@@H:59]5[CH2:64][C@@:63]([O:69][Si:70]([CH2:75][CH3:76])([CH2:73][CH3:74])[CH2:71][CH3:72])([C:65]([F:68])([F:67])[F:66])[CH2:62][CH2:61][C@@:60]5([C:77]#N)[C:52]4=[CH:51][C:50]=3[CH:49]=[N:48]2)=[CH:43][CH:42]=1.CC(C[AlH]CC(C)C)C. (2) Given the product [F:18][C:13]1[CH:12]=[C:11]([NH:10][N:9]=[C:4]2[C:3]([CH2:2][N:1]3[CH2:41][CH2:40][O:39][CH2:38][CH2:37]3)=[N:7][N:6]=[C:5]2[NH2:8])[CH:16]=[CH:15][C:14]=1[F:17], predict the reactants needed to synthesize it. The reactants are: [NH2:1][CH2:2][C:3]1[C:4](=[N:9][NH:10][C:11]2[CH:16]=[CH:15][C:14]([F:17])=[C:13]([F:18])[CH:12]=2)[C:5]([NH2:8])=[N:6][N:7]=1.C(N(CC)CC)C.S(O[CH2:37][CH2:38][O:39][CH2:40][CH2:41]OS(C1C=CC(C)=CC=1)(=O)=O)(C1C=CC(C)=CC=1)(=O)=O.C(OCC)(=O)C.